From a dataset of Full USPTO retrosynthesis dataset with 1.9M reactions from patents (1976-2016). Predict the reactants needed to synthesize the given product. (1) Given the product [OH:37][C@:33]([C:30]1[CH:29]=[C:28]([CH3:27])[O:32][N:31]=1)([CH3:34])[C:35]#[C:36][C:2]1[CH:3]=[CH:4][C:5]2[O:11][CH:10]([CH2:12][N:13]3[CH2:18][CH2:17][O:16][CH2:15][CH2:14]3)[CH2:9][N:8]3[CH:19]=[C:20]([C:22]([O:24][CH3:25])=[O:23])[N:21]=[C:7]3[C:6]=2[CH:26]=1, predict the reactants needed to synthesize it. The reactants are: Br[C:2]1[CH:3]=[CH:4][C:5]2[O:11][CH:10]([CH2:12][N:13]3[CH2:18][CH2:17][O:16][CH2:15][CH2:14]3)[CH2:9][N:8]3[CH:19]=[C:20]([C:22]([O:24][CH3:25])=[O:23])[N:21]=[C:7]3[C:6]=2[CH:26]=1.[CH3:27][C:28]1[O:32][N:31]=[C:30]([C@:33]([OH:37])([C:35]#[CH:36])[CH3:34])[CH:29]=1. (2) Given the product [C:1]([N:5]1[C:9]([C:10]2[CH:11]=[CH:12][C:13]([F:16])=[CH:14][CH:15]=2)=[CH:8][C:7]([CH2:17][NH2:18])=[N:6]1)([CH3:4])([CH3:3])[CH3:2], predict the reactants needed to synthesize it. The reactants are: [C:1]([N:5]1[C:9]([C:10]2[CH:15]=[CH:14][C:13]([F:16])=[CH:12][CH:11]=2)=[CH:8][C:7]([CH:17]=[N:18]O)=[N:6]1)([CH3:4])([CH3:3])[CH3:2].[H-].[Al+3].[Li+].[H-].[H-].[H-].CCCCCC.CCOC(C)=O. (3) Given the product [CH3:1][CH2:2][CH2:3][C@H:4]([NH:10][C@H:11]([C:13]([N:15]1[C@H:23]([C:24]([OH:26])=[O:25])[CH2:22][C@H:21]2[C@@H:16]1[CH2:17][CH2:18][CH2:19][CH2:20]2)=[O:14])[CH3:12])[C:5]([OH:7])=[O:6], predict the reactants needed to synthesize it. The reactants are: [CH3:1][CH2:2][CH2:3][C@H:4]([NH:10][C@H:11]([C:13]([N:15]1[C@H:23]([C:24]([OH:26])=[O:25])[CH2:22][C@H:21]2[C@@H:16]1[CH2:17][CH2:18][CH2:19][CH2:20]2)=[O:14])[CH3:12])[C:5]([O:7]CC)=[O:6].C([C@](N1[C@@H](C)C(=O)N2[C@@H]3[C@H](C[C@H]2C1=O)CCCC3)(CCC)C(O)=O)C.O=C1NCCNC1=O. (4) Given the product [CH3:1][O:2][P:3]([CH2:7][CH2:8][C@@H:9]1[CH2:10][C@@H:11]([OH:15])[CH:12]([OH:13])[O:18]1)(=[O:6])[O:4][CH3:5], predict the reactants needed to synthesize it. The reactants are: [CH3:1][O:2][P:3]([CH2:7][CH2:8][C@H:9]1[O:18][CH:12]2[O:13]C(C)(C)[O:15][C@@H:11]2[CH2:10]1)(=[O:6])[O:4][CH3:5].CO.C(Cl)Cl.OS(O)(=O)=O. (5) Given the product [S:43]([O-:47])([OH:46])(=[O:45])=[O:44].[NH2:1][C:2]1[S:6][N:5]=[C:4](/[C:7](=[N:35]/[O:36][C:37]([C:40]([OH:42])=[O:41])([CH3:39])[CH3:38])/[C:8]([NH:10][C@@H:11]2[C:33](=[O:34])[N:13]3[C:14]([C:30]([OH:32])=[O:31])=[C:15]([CH2:18][N+:19]4[N:20]([CH2:27][CH2:28][OH:29])[C:21]([NH2:26])=[C:22]([CH2:24][NH2:25])[CH:23]=4)[CH2:16][S:17][C@H:12]23)=[O:9])[N:3]=1, predict the reactants needed to synthesize it. The reactants are: [NH2:1][C:2]1[S:6][N:5]=[C:4](/[C:7](=[N:35]/[O:36][C:37]([C:40]([OH:42])=[O:41])([CH3:39])[CH3:38])/[C:8]([NH:10][C@@H:11]2[C:33](=[O:34])[N:13]3[C:14]([C:30]([O-:32])=[O:31])=[C:15]([CH2:18][N+:19]4[N:20]([CH2:27][CH2:28][OH:29])[C:21]([NH2:26])=[C:22]([CH2:24][NH2:25])[CH:23]=4)[CH2:16][S:17][C@H:12]23)=[O:9])[N:3]=1.[S:43](=[O:47])(=[O:46])([OH:45])[OH:44].C(#N)C. (6) Given the product [CH3:1][C:16]1([C:19]([O:21][CH3:22])=[O:20])[CH2:15][CH2:14][N:13]([C:23]([O:25][C:26]([CH3:29])([CH3:28])[CH3:27])=[O:24])[CH2:18][CH2:17]1, predict the reactants needed to synthesize it. The reactants are: [CH:1](NC(C)C)(C)C.C([Li])CCC.[N:13]1([C:23]([O:25][C:26]([CH3:29])([CH3:28])[CH3:27])=[O:24])[CH2:18][CH2:17][CH:16]([C:19]([O:21][CH3:22])=[O:20])[CH2:15][CH2:14]1.IC. (7) The reactants are: C(O)(C(F)(F)F)=O.[Cl:8][C:9]1[CH:10]=[C:11]2[C:17]3[CH2:18][CH2:19][N:20]4[CH:25]([C:16]=3[NH:15][C:12]2=[CH:13][CH:14]=1)[CH:24]([C:26]([O:28][CH2:29][CH3:30])=[O:27])[CH2:23][CH2:22][CH2:21]4.[BH3-]C#N.[Na+].O. Given the product [Cl:8][C:9]1[CH:10]=[C:11]2[CH:17]3[CH2:18][CH2:19][N:20]4[CH:25]([CH:16]3[NH:15][C:12]2=[CH:13][CH:14]=1)[CH:24]([C:26]([O:28][CH2:29][CH3:30])=[O:27])[CH2:23][CH2:22][CH2:21]4, predict the reactants needed to synthesize it. (8) The reactants are: Br[CH2:2][C:3]1[CH:8]=[C:7]([N+:9]([O-:11])=[O:10])[CH:6]=[CH:5][C:4]=1[S:12]([CH2:15][CH3:16])(=[O:14])=[O:13].[F:17][C:18]([F:31])([F:30])[C:19]1[CH:28]=[C:27]2[C:22]([CH:23]=[CH:24][NH:25][C:26]2=[O:29])=[CH:21][CH:20]=1. Given the product [CH2:15]([S:12]([C:4]1[CH:5]=[CH:6][C:7]([N+:9]([O-:11])=[O:10])=[CH:8][C:3]=1[CH2:2][N:25]1[CH:24]=[CH:23][C:22]2[C:27](=[CH:28][C:19]([C:18]([F:31])([F:30])[F:17])=[CH:20][CH:21]=2)[C:26]1=[O:29])(=[O:14])=[O:13])[CH3:16], predict the reactants needed to synthesize it.